This data is from Full USPTO retrosynthesis dataset with 1.9M reactions from patents (1976-2016). The task is: Predict the reactants needed to synthesize the given product. Given the product [CH2:34]([O:33][C:32](=[O:37])[CH2:31][C:9](=[O:11])[CH2:8][C:5]1[CH:4]=[CH:3][N:2]=[CH:7][CH:6]=1)[CH3:35], predict the reactants needed to synthesize it. The reactants are: Cl.[N:2]1[CH:7]=[CH:6][C:5]([CH2:8][C:9]([OH:11])=O)=[CH:4][CH:3]=1.C(N(CC)CC)C.C(N1C=CN=C1)(N1C=CN=C1)=O.[CH3:31][C:32]1(C)[O:37]C(=O)[CH2:35][C:34](=O)[O:33]1.N1C=CC=CC=1.